Dataset: Full USPTO retrosynthesis dataset with 1.9M reactions from patents (1976-2016). Task: Predict the reactants needed to synthesize the given product. (1) Given the product [CH3:19][N:20]([CH2:2][C:3]1[CH:18]=[CH:17][C:6]2[N:7]=[C:8]([C:10]3[C:14]([CH3:15])=[N:13][NH:12][C:11]=3[NH2:16])[S:9][C:5]=2[CH:4]=1)[CH3:21], predict the reactants needed to synthesize it. The reactants are: Br[CH2:2][C:3]1[CH:18]=[CH:17][C:6]2[N:7]=[C:8]([C:10]3[C:14]([CH3:15])=[N:13][NH:12][C:11]=3[NH2:16])[S:9][C:5]=2[CH:4]=1.[CH3:19][NH:20][CH3:21]. (2) Given the product [C:28]([C:21]1[C:22]2[C:27](=[CH:26][CH:25]=[CH:24][CH:23]=2)[N:19]([C:17]2[CH:16]=[CH:15][N:14]=[C:13]([NH:12][CH:9]3[CH2:8][CH2:7][CH:6]([C:4]([OH:5])=[O:3])[CH2:11][CH2:10]3)[N:18]=2)[CH:20]=1)(=[O:30])[NH2:29], predict the reactants needed to synthesize it. The reactants are: C([O:3][C:4]([CH:6]1[CH2:11][CH2:10][CH:9]([NH:12][C:13]2[N:18]=[C:17]([N:19]3[C:27]4[C:22](=[CH:23][CH:24]=[CH:25][CH:26]=4)[C:21]([C:28](=[O:30])[NH2:29])=[CH:20]3)[CH:16]=[CH:15][N:14]=2)[CH2:8][CH2:7]1)=[O:5])C.[Li+].[OH-]. (3) Given the product [Br:1][C:2]1[C:3]([CH3:18])=[C:4]([CH:5]=[CH:6][CH:7]=1)[CH:8]=[C:9]1[C:10]2[C:11](=[CH:12][CH:13]=[CH:14][CH:15]=2)[CH2:16][O:17]1, predict the reactants needed to synthesize it. The reactants are: [Br:1][C:2]1[C:3]([CH3:18])=[C:4]([C:8]#[C:9][C:10]2[CH:15]=[CH:14][CH:13]=[CH:12][C:11]=2[CH2:16][OH:17])[CH:5]=[CH:6][CH:7]=1.[F-].C([N+](CCCC)(CCCC)CCCC)CCC. (4) Given the product [Cl:71][C:59]1[CH:58]=[CH:57][C:56]([C:55]2[C:50]([C@@H:40]([NH:39][C:85](=[O:86])[CH:84]([C:78]3[CH:83]=[CH:82][CH:81]=[CH:80][CH:79]=3)[CH3:88])[CH2:41][C:42]3[CH:47]=[C:46]([F:48])[CH:45]=[C:44]([F:49])[CH:43]=3)=[N:51][C:52]([C:72]#[C:73][C:74]([OH:77])([CH3:75])[CH3:76])=[CH:53][CH:54]=2)=[C:64]2[C:60]=1[C:61]([NH:66][S:67]([CH3:70])(=[O:68])=[O:69])=[N:62][N:63]2[CH3:65], predict the reactants needed to synthesize it. The reactants are: BrC1C([C@@H](NC(=O)CN2C3C(F)(F)CCC(F)(F)C=3C(C(F)F)=N2)CC2C=C(F)C=C(F)C=2)=NC=C(Br)C=1.[NH2:39][C@H:40]([C:50]1[C:55]([C:56]2[CH:57]=[CH:58][C:59]([Cl:71])=[C:60]3[C:64]=2[N:63]([CH3:65])[N:62]=[C:61]3[NH:66][S:67]([CH3:70])(=[O:69])=[O:68])=[CH:54][CH:53]=[C:52]([C:72]#[C:73][C:74]([OH:77])([CH3:76])[CH3:75])[N:51]=1)[CH2:41][C:42]1[CH:47]=[C:46]([F:48])[CH:45]=[C:44]([F:49])[CH:43]=1.[C:78]1([CH:84]([CH3:88])[C:85](O)=[O:86])[CH:83]=[CH:82][CH:81]=[CH:80][CH:79]=1.